From a dataset of Catalyst prediction with 721,799 reactions and 888 catalyst types from USPTO. Predict which catalyst facilitates the given reaction. (1) Reactant: [C:1]([O:16][CH2:17][CH2:18][N:19]([C:38](=[O:45])[CH2:39][CH2:40][CH2:41][N:42]([CH3:44])[CH3:43])[CH2:20][CH2:21][O:22][C:23](=[O:37])[CH2:24][CH2:25][CH2:26][CH2:27][CH2:28][CH2:29][CH2:30][CH2:31][CH2:32][CH2:33][CH2:34][CH2:35][CH3:36])(=[O:15])[CH2:2][CH2:3][CH2:4][CH2:5][CH2:6][CH2:7][CH2:8][CH2:9][CH2:10][CH2:11][CH2:12][CH2:13][CH3:14].[Br:46][CH2:47][CH2:48][OH:49]. Product: [Br-:46].[C:23]([O:22][CH2:21][CH2:20][N:19]([CH2:18][CH2:17][O:16][C:1](=[O:15])[CH2:2][CH2:3][CH2:4][CH2:5][CH2:6][CH2:7][CH2:8]/[CH:9]=[CH:10]\[CH2:11][CH2:12][CH2:13][CH2:14][CH2:5][CH2:6][CH2:7][CH3:8])[C:38](=[O:45])[CH2:39][CH2:40][CH2:41][N+:42]([CH2:47][CH2:48][OH:49])([CH3:43])[CH3:44])(=[O:37])[CH2:24][CH2:25][CH2:26][CH2:27][CH2:28][CH2:29][CH2:30]/[CH:31]=[CH:32]\[CH2:33][CH2:34][CH2:35][CH2:36][CH2:1][CH2:2][CH2:3][CH3:4]. The catalyst class is: 10. (2) Reactant: [NH2:1][C:2]1[CH:3]=[C:4]([CH:8]=[CH:9][C:10]=1[NH:11][CH3:12])[C:5]([OH:7])=[O:6].[N:13]([O-])=O.[Na+]. Product: [CH3:12][N:11]1[C:10]2[CH:9]=[CH:8][C:4]([C:5]([OH:7])=[O:6])=[CH:3][C:2]=2[N:1]=[N:13]1. The catalyst class is: 313.